Dataset: Forward reaction prediction with 1.9M reactions from USPTO patents (1976-2016). Task: Predict the product of the given reaction. (1) Given the reactants Br[C:2]1[N:7]=[C:6]([CH2:8][N:9]([CH2:20][CH:21]([CH3:23])[CH3:22])[S:10]([C:13]2[CH:18]=[CH:17][CH:16]=[CH:15][C:14]=2[Cl:19])(=[O:12])=[O:11])[CH:5]=[CH:4][CH:3]=1.[CH3:24][S:25]([C:28]1[CH:29]=[C:30](B(O)O)[CH:31]=[CH:32][CH:33]=1)(=[O:27])=[O:26].C([O-])([O-])=O.[Na+].[Na+], predict the reaction product. The product is: [Cl:19][C:14]1[CH:15]=[CH:16][CH:17]=[CH:18][C:13]=1[S:10]([N:9]([CH2:20][CH:21]([CH3:23])[CH3:22])[CH2:8][C:6]1[CH:5]=[CH:4][CH:3]=[C:2]([C:32]2[CH:31]=[CH:30][CH:29]=[C:28]([S:25]([CH3:24])(=[O:27])=[O:26])[CH:33]=2)[N:7]=1)(=[O:12])=[O:11]. (2) Given the reactants C([O:3][C:4]([C:6]1[C:7]2[C:15]([CH3:16])=[N:14][N:13]([CH:17]3[CH2:22][CH2:21][CH2:20][CH2:19][O:18]3)[C:8]=2[N:9]=[C:10]([Cl:12])[CH:11]=1)=[O:5])C.[OH-].[Na+], predict the reaction product. The product is: [Cl:12][C:10]1[CH:11]=[C:6]([C:4]([OH:5])=[O:3])[C:7]2[C:15]([CH3:16])=[N:14][N:13]([CH:17]3[CH2:22][CH2:21][CH2:20][CH2:19][O:18]3)[C:8]=2[N:9]=1. (3) Given the reactants Cl[C:2]1[N:3]=[C:4]([NH:21][C:22]2[CH:23]=[C:24]([CH:34]=[CH:35][CH:36]=2)[CH2:25][NH:26]C(=O)OC(C)(C)C)[C:5]2[CH:10]=[CH:9][N:8]([S:11]([C:14]3[CH:20]=[CH:19][C:17]([CH3:18])=[CH:16][CH:15]=3)(=[O:13])=[O:12])[C:6]=2[N:7]=1.[NH2:37][C:38]1[CH:43]=[CH:42][C:41]([N:44]([CH3:48])[C:45](=[O:47])[CH3:46])=[CH:40][CH:39]=1.C[Si](Cl)(C)C, predict the reaction product. The product is: [NH2:26][CH2:25][C:24]1[CH:23]=[C:22]([NH:21][C:4]2[C:5]3[CH:10]=[CH:9][N:8]([S:11]([C:14]4[CH:15]=[CH:16][C:17]([CH3:18])=[CH:19][CH:20]=4)(=[O:13])=[O:12])[C:6]=3[N:7]=[C:2]([NH:37][C:38]3[CH:39]=[CH:40][C:41]([N:44]([CH3:48])[C:45](=[O:47])[CH3:46])=[CH:42][CH:43]=3)[N:3]=2)[CH:36]=[CH:35][CH:34]=1. (4) The product is: [CH3:58][NH:59][C:26]([C:21]1[CH:22]=[CH:23][CH:24]=[C:25]2[C:20]=1[CH2:19][CH2:18][CH:17]2[N:3]1[CH:4]=[CH:5][CH:6]=[C:7]([C:8]([NH:9][C:10]2[CH:15]=[CH:14][N:13]=[CH:12][CH:11]=2)=[O:16])[C:2]1=[O:1])=[O:27]. Given the reactants [O:1]=[C:2]1[C:7]([C:8](=[O:16])[NH:9][C:10]2[CH:15]=[CH:14][N:13]=[CH:12][CH:11]=2)=[CH:6][CH:5]=[CH:4][N:3]1[CH:17]1[C:25]2[CH:24]=[CH:23][CH:22]=[C:21]([C:26](O)=[O:27])[C:20]=2[CH2:19][CH2:18]1.CCN=C=NCCCN(C)C.Cl.C1C=CC2N(O)N=NC=2C=1.CCN(CC)CC.[CH3:58][NH2:59].Cl, predict the reaction product. (5) Given the reactants [NH:1]1[C:9]2[C:4](=[CH:5][CH:6]=[CH:7][CH:8]=2)[CH2:3][C:2]1=[O:10].[CH3:11][O:12][C:13]1[CH:18]=[CH:17][C:16]([O:19][CH3:20])=[CH:15][C:14]=1[C:21](=O)[CH3:22].C(NCC)C, predict the reaction product. The product is: [CH3:11][O:12][C:13]1[CH:18]=[CH:17][C:16]([O:19][CH3:20])=[CH:15][C:14]=1[C:21](=[C:3]1[C:4]2[C:9](=[CH:8][CH:7]=[CH:6][CH:5]=2)[NH:1][C:2]1=[O:10])[CH3:22]. (6) Given the reactants [F:1][C:2]1[CH:3]=[C:4]([SH:9])[CH:5]=[CH:6][C:7]=1[F:8].C(=O)([O-])[O-].[K+].[K+].[C:16]([C:18]1[CH:19]=[C:20]([S:25]([N:28](CC2C=CC(OC)=CC=2OC)[C:29]2[S:33][N:32]=[CH:31][N:30]=2)(=[O:27])=[O:26])[CH:21]=[CH:22][C:23]=1F)#[N:17].Cl, predict the reaction product. The product is: [C:16]([C:18]1[CH:19]=[C:20]([S:25]([NH:28][C:29]2[S:33][N:32]=[CH:31][N:30]=2)(=[O:27])=[O:26])[CH:21]=[CH:22][C:23]=1[S:9][C:4]1[CH:5]=[CH:6][C:7]([F:8])=[C:2]([F:1])[CH:3]=1)#[N:17]. (7) Given the reactants Br[C:2]1[CH:7]=[CH:6][N:5]=[C:4]2[NH:8][C:9]([C:11]([O:13][CH2:14][CH3:15])=[O:12])=[CH:10][C:3]=12.[O:16]1[CH2:21][CH2:20][CH:19]([O:22][C:23]2[CH:30]=[CH:29][C:28](B3OC(C)(C)C(C)(C)O3)=[CH:27][C:24]=2[C:25]#[N:26])[CH2:18][CH2:17]1.C([O-])([O-])=O.[Na+].[Na+].C(OCC)(=O)C, predict the reaction product. The product is: [C:25]([C:24]1[CH:27]=[C:28]([C:2]2[CH:7]=[CH:6][N:5]=[C:4]3[NH:8][C:9]([C:11]([O:13][CH2:14][CH3:15])=[O:12])=[CH:10][C:3]=23)[CH:29]=[CH:30][C:23]=1[O:22][CH:19]1[CH2:20][CH2:21][O:16][CH2:17][CH2:18]1)#[N:26].